From a dataset of Peptide-MHC class II binding affinity with 134,281 pairs from IEDB. Regression. Given a peptide amino acid sequence and an MHC pseudo amino acid sequence, predict their binding affinity value. This is MHC class II binding data. (1) The peptide sequence is CSPSRLPGPSDTPILPQ. The MHC is DRB5_0101 with pseudo-sequence DRB5_0101. The binding affinity (normalized) is 0. (2) The binding affinity (normalized) is 0.451. The MHC is DRB1_0802 with pseudo-sequence DRB1_0802. The peptide sequence is GELQIVDKIDKAFKI. (3) The peptide sequence is RSFTLASSETGAG. The MHC is DRB1_0401 with pseudo-sequence DRB1_0401. The binding affinity (normalized) is 0.622. (4) The peptide sequence is TLWQRPIVTIKIGGQLREAL. The MHC is HLA-DPA10301-DPB10402 with pseudo-sequence HLA-DPA10301-DPB10402. The binding affinity (normalized) is 0.225. (5) The peptide sequence is FRPSQQNPQAQGSVQPQQLP. The MHC is DRB3_0101 with pseudo-sequence DRB3_0101. The binding affinity (normalized) is 0. (6) The peptide sequence is LSYAGCESDEIKDVL. The MHC is DRB1_0101 with pseudo-sequence DRB1_0101. The binding affinity (normalized) is 0.415. (7) The peptide sequence is LGGLWKTVSPHRSPI. The MHC is HLA-DQA10501-DQB10201 with pseudo-sequence HLA-DQA10501-DQB10201. The binding affinity (normalized) is 0.180. (8) The peptide sequence is RDIFLSQHHPSSLLL. The MHC is DRB1_0401 with pseudo-sequence DRB1_0401. The binding affinity (normalized) is 0.791.